From a dataset of Peptide-MHC class I binding affinity with 185,985 pairs from IEDB/IMGT. Regression. Given a peptide amino acid sequence and an MHC pseudo amino acid sequence, predict their binding affinity value. This is MHC class I binding data. (1) The binding affinity (normalized) is 0.335. The MHC is HLA-B40:02 with pseudo-sequence HLA-B40:02. The peptide sequence is HEDLMAAYV. (2) The peptide sequence is DRRSFFKCF. The MHC is HLA-B08:01 with pseudo-sequence HLA-B08:01. The binding affinity (normalized) is 0.600.